Dataset: Forward reaction prediction with 1.9M reactions from USPTO patents (1976-2016). Task: Predict the product of the given reaction. Given the reactants Cl[CH:2]([CH:19]1[CH2:24][CH2:23][CH2:22][CH2:21][CH2:20]1)[C:3]1[CH:7]=[C:6]([C:8]2[CH:13]=[CH:12][C:11]([C:14]([F:17])([F:16])[F:15])=[CH:10][CH:9]=2)[S:5][C:4]=1[CH3:18].[NH2:25][C:26]1[CH:35]=[CH:34][C:29]([C:30]([O:32]C)=[O:31])=[CH:28][CH:27]=1.[I-].[Na+].C(=O)([O-])[O-].[Na+].[Na+].Cl.[OH-].[Na+], predict the reaction product. The product is: [CH:19]1([CH:2]([NH:25][C:26]2[CH:35]=[CH:34][C:29]([C:30]([OH:32])=[O:31])=[CH:28][CH:27]=2)[C:3]2[CH:7]=[C:6]([C:8]3[CH:13]=[CH:12][C:11]([C:14]([F:17])([F:16])[F:15])=[CH:10][CH:9]=3)[S:5][C:4]=2[CH3:18])[CH2:24][CH2:23][CH2:22][CH2:21][CH2:20]1.